This data is from Catalyst prediction with 721,799 reactions and 888 catalyst types from USPTO. The task is: Predict which catalyst facilitates the given reaction. Reactant: ClC(Cl)(Cl)CO[C:5]([NH:7][CH:8]1[CH2:13][CH2:12][CH2:11][N:10]([C:14]([O:16][C:17]([CH3:20])([CH3:19])[CH3:18])=[O:15])[CH2:9]1)=[O:6].[C:23]1([C:29]2[N:33]=[C:32]([N:34]3[CH2:39][CH2:38][NH:37][CH2:36][CH2:35]3)[S:31][N:30]=2)[CH:28]=[CH:27][CH:26]=[CH:25][CH:24]=1.C(N(C(C)C)CC)(C)C.O. Product: [C:23]1([C:29]2[N:33]=[C:32]([N:34]3[CH2:39][CH2:38][N:37]([C:5]([NH:7][CH:8]4[CH2:13][CH2:12][CH2:11][N:10]([C:14]([O:16][C:17]([CH3:18])([CH3:19])[CH3:20])=[O:15])[CH2:9]4)=[O:6])[CH2:36][CH2:35]3)[S:31][N:30]=2)[CH:24]=[CH:25][CH:26]=[CH:27][CH:28]=1. The catalyst class is: 16.